This data is from Forward reaction prediction with 1.9M reactions from USPTO patents (1976-2016). The task is: Predict the product of the given reaction. (1) Given the reactants [CH3:1][O:2][C:3]1[CH:4]=[C:5]([C:9]2[CH:29]=[C:14]3[C:15]4[C:20]([CH2:21][CH2:22][N:13]3[C:12](=[O:30])[CH2:11][N:10]=2)=[C:19]([C:23]#[C:24][Si](C)(C)C)[CH:18]=[CH:17][CH:16]=4)[CH:6]=[CH:7][CH:8]=1.BrC1C=CC=C2C=1CCN1C(=O)CN=C(C3C=CC=C(OC)C=3)C=C12.C[Si](C#C)(C)C, predict the reaction product. The product is: [CH2:23]([C:19]1[CH:18]=[CH:17][CH:16]=[C:15]2[C:20]=1[CH2:21][CH2:22][N:13]1[C:12](=[O:30])[CH2:11][N:10]=[C:9]([C:5]3[CH:6]=[CH:7][CH:8]=[C:3]([O:2][CH3:1])[CH:4]=3)[CH:29]=[C:14]12)[CH3:24]. (2) Given the reactants C[O:2][C:3](=[O:17])[C:4]1[CH:9]=[C:8]([F:10])[CH:7]=[CH:6][C:5]=1[C:11]1[N:16]=[CH:15][CH:14]=[CH:13][N:12]=1.[OH-].[Na+], predict the reaction product. The product is: [F:10][C:8]1[CH:7]=[CH:6][C:5]([C:11]2[N:12]=[CH:13][CH:14]=[CH:15][N:16]=2)=[C:4]([CH:9]=1)[C:3]([OH:17])=[O:2]. (3) Given the reactants ClC1C(OC2C=CC(Cl)=C(C(F)(F)F)C=2)=CC(F)=C(C=1)C(O)=O.[Cl:24][C:25]1[C:26]([CH2:35][O:36][C:37]2[CH:42]=[CH:41][C:40]([O:43][C:44]([F:47])([F:46])[F:45])=[C:39]([Cl:48])[CH:38]=2)=[CH:27][C:28]([F:34])=[C:29]([CH:33]=1)[C:30](O)=[O:31].[CH3:49][N:50](C)[S:51]([NH2:54])(=[O:53])=[O:52].CNS(N)(=O)=O, predict the reaction product. The product is: [Cl:24][C:25]1[C:26]([CH2:35][O:36][C:37]2[CH:42]=[CH:41][C:40]([O:43][C:44]([F:47])([F:46])[F:45])=[C:39]([Cl:48])[CH:38]=2)=[CH:27][C:28]([F:34])=[C:29]([CH:33]=1)[C:30]([NH:54][S:51](=[O:53])(=[O:52])[NH:50][CH3:49])=[O:31]. (4) Given the reactants B.O1CCCC1.[N:7]1[C:11]2[CH:12]=[CH:13][CH:14]=[CH:15][C:10]=2[NH:9][C:8]=1[CH2:16][NH:17][C:18](=O)[CH2:19][CH2:20][CH2:21][NH:22][C:23]([O:25][C:26]([CH3:29])([CH3:28])[CH3:27])=[O:24].CC(O)=O, predict the reaction product. The product is: [N:7]1[C:11]2[CH:12]=[CH:13][CH:14]=[CH:15][C:10]=2[NH:9][C:8]=1[CH2:16][NH:17][CH2:18][CH2:19][CH2:20][CH2:21][NH:22][C:23]([O:25][C:26]([CH3:29])([CH3:28])[CH3:27])=[O:24]. (5) Given the reactants [OH:1][CH2:2][CH2:3][C:4]1[CH:9]=[CH:8][N:7]=[C:6]([NH:10][C:11](=[O:17])[O:12][C:13]([CH3:16])([CH3:15])[CH3:14])[CH:5]=1.C(N(CC)CC)C.[CH3:25][S:26](Cl)(=[O:28])=[O:27].O, predict the reaction product. The product is: [CH3:25][S:26]([O:1][CH2:2][CH2:3][C:4]1[CH:9]=[CH:8][N:7]=[C:6]([NH:10][C:11]([O:12][C:13]([CH3:14])([CH3:16])[CH3:15])=[O:17])[CH:5]=1)(=[O:28])=[O:27]. (6) Given the reactants [OH:1][C:2]1[CH:7]=[CH:6][C:5]([C:8](=[O:10])[CH3:9])=[CH:4][CH:3]=1.C(=O)([O-])[O-].[K+].[K+].[CH2:17](Br)[C:18]1[CH:23]=[CH:22][CH:21]=[CH:20][CH:19]=1.O, predict the reaction product. The product is: [CH2:17]([O:1][C:2]1[CH:7]=[CH:6][C:5]([C:8](=[O:10])[CH3:9])=[CH:4][CH:3]=1)[C:18]1[CH:23]=[CH:22][CH:21]=[CH:20][CH:19]=1. (7) Given the reactants [CH:1]1([CH2:7][C:8](Cl)=[O:9])[CH2:6][CH2:5][CH2:4][CH2:3][CH2:2]1.[NH4+:11].[OH-].C([O-])(O)=O.[Na+], predict the reaction product. The product is: [CH:1]1([CH2:7][C:8]([NH2:11])=[O:9])[CH2:6][CH2:5][CH2:4][CH2:3][CH2:2]1. (8) The product is: [OH:31][C@H:30]([CH2:34][OH:33])[CH2:29][N:28]1[C:3](=[O:44])[C:4]2[C:5](=[C:6]([CH2:10][O:11][C:12]3[CH:13]=[CH:14][C:15]([C:18]4[CH:23]=[C:22]([F:24])[C:21]([F:25])=[CH:20][C:19]=4[F:26])=[CH:16][CH:17]=3)[CH:7]=[CH:8][CH:9]=2)[NH:27]1.[OH:31][C@@H:30]([CH2:34][OH:33])[CH2:29][N:28]1[C:3](=[O:44])[C:4]2[C:5](=[C:6]([CH2:10][O:11][C:12]3[CH:13]=[CH:14][C:15]([C:18]4[CH:23]=[C:22]([F:24])[C:21]([F:25])=[CH:20][C:19]=4[F:26])=[CH:16][CH:17]=3)[CH:7]=[CH:8][CH:9]=2)[NH:27]1. Given the reactants CO[C:3](=[O:44])[C:4]1[CH:9]=[CH:8][CH:7]=[C:6]([CH2:10][O:11][C:12]2[CH:17]=[CH:16][C:15]([C:18]3[CH:23]=[C:22]([F:24])[C:21]([F:25])=[CH:20][C:19]=3[F:26])=[CH:14][CH:13]=2)[C:5]=1[NH:27][N:28](C(OC(C)(C)C)=O)[CH2:29][C@H:30]1[CH2:34][O:33]C(C)(C)[O:31]1.Cl, predict the reaction product.